From a dataset of Reaction yield outcomes from USPTO patents with 853,638 reactions. Predict the reaction yield, written as a fraction of the theoretical maximum amount of product (1.0 means a 100% yield; for example, 0.34 means a 34% yield). (1) The reactants are Br[CH2:2][C:3]1[CH:12]=[CH:11][CH:10]=[CH:9][C:4]=1[C:5]([O:7][CH3:8])=[O:6].[CH2:13]([O:15][C:16]([C:18]1[CH:23]=[CH:22][C:21](B(O)O)=[C:20]([N+:27]([O-:29])=[O:28])[CH:19]=1)=[O:17])[CH3:14].C([O-])([O-])=O.[Na+].[Na+]. The catalyst is COCCOC.COCCOC.CCO.C1C=CC([P]([Pd]([P](C2C=CC=CC=2)(C2C=CC=CC=2)C2C=CC=CC=2)([P](C2C=CC=CC=2)(C2C=CC=CC=2)C2C=CC=CC=2)[P](C2C=CC=CC=2)(C2C=CC=CC=2)C2C=CC=CC=2)(C2C=CC=CC=2)C2C=CC=CC=2)=CC=1. The product is [CH2:13]([O:15][C:16](=[O:17])[C:18]1[CH:23]=[CH:22][C:21]([CH2:2][C:3]2[CH:12]=[CH:11][CH:10]=[CH:9][C:4]=2[C:5]([O:7][CH3:8])=[O:6])=[C:20]([N+:27]([O-:29])=[O:28])[CH:19]=1)[CH3:14]. The yield is 0.650. (2) The reactants are [CH2:1]([O:3][C:4]([C:6]1[C:10]([CH2:11]O)=[C:9]([Br:13])[N:8]([C:14]2[CH:19]=[CH:18][CH:17]=[CH:16][CH:15]=2)[N:7]=1)=[O:5])[CH3:2].P(Br)(Br)[Br:21]. The catalyst is CCOCC. The product is [Br:13][C:9]1[N:8]([C:14]2[CH:19]=[CH:18][CH:17]=[CH:16][CH:15]=2)[N:7]=[C:6]([C:4]([O:3][CH2:1][CH3:2])=[O:5])[C:10]=1[CH2:11][Br:21]. The yield is 0.600. (3) The reactants are C[O:2][C:3]([C:5]1([CH2:18][C:19]2[CH:24]=[CH:23][C:22]([Cl:25])=[CH:21][CH:20]=2)[CH2:10][CH2:9][N:8]([C:11]([O:13][C:14]([CH3:17])([CH3:16])[CH3:15])=[O:12])[CH2:7][CH2:6]1)=[O:4].O.[OH-].[Li+].Cl. The catalyst is O1CCOCC1.CO.O. The product is [C:14]([O:13][C:11]([N:8]1[CH2:7][CH2:6][C:5]([CH2:18][C:19]2[CH:24]=[CH:23][C:22]([Cl:25])=[CH:21][CH:20]=2)([C:3]([OH:4])=[O:2])[CH2:10][CH2:9]1)=[O:12])([CH3:17])([CH3:15])[CH3:16]. The yield is 1.00. (4) The reactants are [Cl:1][C:2]1[CH:3]=[C:4]([C:10]2([C:31]([F:34])([F:33])[F:32])[O:14][N:13]=[C:12]([C:15]3[C:24]4[C:19](=[CH:20][CH:21]=[CH:22][CH:23]=4)[C:18]([C:25]([NH:27][CH2:28][CH2:29][OH:30])=[O:26])=[CH:17][CH:16]=3)[CH2:11]2)[CH:5]=[C:6]([Cl:9])[C:7]=1[F:8].CC(OI1(OC(C)=O)(OC(C)=O)OC(=O)C2C=CC=CC1=2)=O.CCCCCCC.C([O-])(O)=O.[Na+]. The catalyst is CCOC(C)=O.O. The product is [Cl:1][C:2]1[CH:3]=[C:4]([C:10]2([C:31]([F:32])([F:34])[F:33])[O:14][N:13]=[C:12]([C:15]3[C:24]4[C:19](=[CH:20][CH:21]=[CH:22][CH:23]=4)[C:18]([C:25]([NH:27][CH2:28][CH:29]=[O:30])=[O:26])=[CH:17][CH:16]=3)[CH2:11]2)[CH:5]=[C:6]([Cl:9])[C:7]=1[F:8]. The yield is 0.980. (5) The reactants are [C:1]([C:4]1[CH:9]=[CH:8][CH:7]=[CH:6][CH:5]=1)(=O)[CH3:2].[NH2:10][NH2:11]. The catalyst is C(O)C. The product is [C:4]1([CH2:1][CH:2]=[N+:10]=[N-:11])[CH:9]=[CH:8][CH:7]=[CH:6][CH:5]=1. The yield is 0.690. (6) The product is [NH:20]1[CH:24]=[C:23]([C:25]2[CH:40]=[CH:39][CH:38]=[CH:37][C:26]=2[O:27][CH2:28][C:29]2[CH:36]=[CH:35][C:32]([C:33]([NH2:34])=[O:42])=[CH:31][CH:30]=2)[N:22]=[CH:21]1. The catalyst is CN(C=O)C.O.C(O)(=O)C.CO. The reactants are C([N:20]1[CH:24]=[C:23]([C:25]2[CH:40]=[CH:39][CH:38]=[CH:37][C:26]=2[O:27][CH2:28][C:29]2[CH:36]=[CH:35][C:32]([C:33]#[N:34])=[CH:31][CH:30]=2)[N:22]=[CH:21]1)(C1C=CC=CC=1)(C1C=CC=CC=1)C1C=CC=CC=1.C([O-])([O-])=[O:42].[K+].[K+].OO.[OH-].[Na+]. The yield is 0.600. (7) The reactants are [C@@H:1]1([N:10]2[CH:17]=[CH:16][C:14]([NH2:15])=[N:13][C:11]2=[O:12])[O:9][C@H:6]([CH2:7][OH:8])[C@@H:4]([OH:5])[C@H:2]1[OH:3].[C:18]1([CH2:42]Cl)[C:35]2[C:36]3[C:41]4[C:20](=[CH:21][CH:22]=[C:23]5[C:40]=4[C:39]4[C:26](=[CH:27][CH:28]=[C:29]6[C:38]=4[C:37]=3[C:32](=[CH:33][CH:34]=2)[CH:31]=[CH:30]6)[CH:25]=[CH:24]5)[CH:19]=1.[H-].[Na+]. The catalyst is CS(C)=O. The product is [C:18]1([CH2:42][O:3][C@@H:2]2[C@H:4]([OH:5])[C@@H:6]([CH2:7][OH:8])[O:9][C@H:1]2[N:10]2[CH:17]=[CH:16][C:14]([NH2:15])=[N:13][C:11]2=[O:12])[C:35]2[C:36]3[C:41]4[C:20](=[CH:21][CH:22]=[C:23]5[C:40]=4[C:39]4[C:26](=[CH:27][CH:28]=[C:29]6[C:38]=4[C:37]=3[C:32](=[CH:33][CH:34]=2)[CH:31]=[CH:30]6)[CH:25]=[CH:24]5)[CH:19]=1. The yield is 0.100. (8) The reactants are [Br:1][C:2]1[C:3]([O:12][CH3:13])=[C:4]([CH:7]=[C:8]([O:10][CH3:11])[CH:9]=1)[CH:5]=[O:6].[H-].[H-].[H-].[H-].[Li+].[Al+3].Cl. The catalyst is C1COCC1. The product is [Br:1][C:2]1[C:3]([O:12][CH3:13])=[C:4]([CH2:5][OH:6])[CH:7]=[C:8]([O:10][CH3:11])[CH:9]=1. The yield is 0.930. (9) The reactants are [C:1]1(=[O:11])[C:5]2([CH2:10][CH2:9][NH:8][CH2:7][CH2:6]2)[CH2:4][CH2:3][NH:2]1.[CH:12](=O)[C:13]1[CH:18]=[CH:17][CH:16]=[CH:15][CH:14]=1.C(O[BH-](OC(=O)C)OC(=O)C)(=O)C.[Na+]. The catalyst is CN1C(=O)CCC1.C(OCC)(=O)C. The product is [CH2:12]([N:8]1[CH2:9][CH2:10][C:5]2([C:1](=[O:11])[NH:2][CH2:3][CH2:4]2)[CH2:6][CH2:7]1)[C:13]1[CH:18]=[CH:17][CH:16]=[CH:15][CH:14]=1. The yield is 0.390.